This data is from Catalyst prediction with 721,799 reactions and 888 catalyst types from USPTO. The task is: Predict which catalyst facilitates the given reaction. Reactant: CN(C=O)C.[N:6]1([C:11]2[CH:16]=[CH:15][C:14]([S:17]([OH:20])(=O)=[O:18])=[CH:13][CH:12]=2)[CH2:10][CH2:9][CH2:8][CH2:7]1.C(Cl)(=O)C([Cl:24])=O. Product: [N:6]1([C:11]2[CH:16]=[CH:15][C:14]([S:17]([Cl:24])(=[O:20])=[O:18])=[CH:13][CH:12]=2)[CH2:10][CH2:9][CH2:8][CH2:7]1. The catalyst class is: 4.